This data is from Catalyst prediction with 721,799 reactions and 888 catalyst types from USPTO. The task is: Predict which catalyst facilitates the given reaction. (1) Reactant: [CH2:1]([N:5]([CH2:28][C:29]1[CH:34]=[CH:33][CH:32]=[C:31]([O:35][CH3:36])[C:30]=1[O:37][CH3:38])[C:6](=[O:27])[CH2:7][CH2:8][C:9]1[CH:26]=[CH:25][C:12]([O:13][CH2:14][C:15]2[CH:24]=[CH:23][CH:22]=[CH:21][C:16]=2[C:17]([O:19]C)=[O:18])=[CH:11][CH:10]=1)[CH2:2][CH2:3][CH3:4].[Li+].[OH-].CCOC(C)=O. Product: [CH2:1]([N:5]([CH2:28][C:29]1[CH:34]=[CH:33][CH:32]=[C:31]([O:35][CH3:36])[C:30]=1[O:37][CH3:38])[C:6](=[O:27])[CH2:7][CH2:8][C:9]1[CH:26]=[CH:25][C:12]([O:13][CH2:14][C:15]2[CH:24]=[CH:23][CH:22]=[CH:21][C:16]=2[C:17]([OH:19])=[O:18])=[CH:11][CH:10]=1)[CH2:2][CH2:3][CH3:4]. The catalyst class is: 20. (2) Reactant: [C:1]([O:7][CH2:8][C@H:9]([C:15]1[C:24]([CH3:25])=[CH:23][C:22]2[C:17](=[CH:18][C:19]([Br:26])=[CH:20][CH:21]=2)[C:16]=1[OH:27])[O:10][C:11]([CH3:14])([CH3:13])[CH3:12])(=[O:6])[C:2]([CH3:5])([CH3:4])[CH3:3].CCN(C(C)C)C(C)C.[F:37][C:38]([F:51])([F:50])[S:39](O[S:39]([C:38]([F:51])([F:50])[F:37])(=[O:41])=[O:40])(=[O:41])=[O:40].[NH4+].[Cl-]. Product: [C:1]([O:7][CH2:8][C@H:9]([C:15]1[C:24]([CH3:25])=[CH:23][C:22]2[C:17](=[CH:18][C:19]([Br:26])=[CH:20][CH:21]=2)[C:16]=1[O:27][S:39]([C:38]([F:51])([F:50])[F:37])(=[O:41])=[O:40])[O:10][C:11]([CH3:14])([CH3:13])[CH3:12])(=[O:6])[C:2]([CH3:3])([CH3:4])[CH3:5]. The catalyst class is: 2. (3) Reactant: BrC1C=CC([N:8]2[C:16]3[CH:15]=[CH:14][CH:13]=[CH:12][C:11]=3[C:10]3[CH:17]=[N:18][CH:19]=[CH:20][C:9]2=3)=CC=1.C(=O)([O-])[O-].[K+].[K+].C1(C)C=CC=CC=1.C1C2C(=CC=CC=2)C=CC=1C1C2C(=CC=CC=2)C(C2C=CC(N3C4C=CC=CC=4C4C=NC=CC3=4)=CC=2)=C2C=1C=CC=C2. Product: [CH:17]1[C:10]2[C:11]3[CH:12]=[CH:13][CH:14]=[CH:15][C:16]=3[NH:8][C:9]=2[CH:20]=[CH:19][N:18]=1. The catalyst class is: 461.